Dataset: Forward reaction prediction with 1.9M reactions from USPTO patents (1976-2016). Task: Predict the product of the given reaction. (1) Given the reactants I[CH2:2][C:3]([C:5]1[CH:10]=[CH:9][CH:8]=[CH:7][CH:6]=1)=[O:4].OC1C(OS(C2C=CC(C)=CC=2)(=O)=O)=C([I:18])C=CC=1.[OH2:30], predict the reaction product. The product is: [OH:30][CH2:2][C:3]([C:5]1[CH:10]=[CH:9][CH:8]=[CH:7][C:6]=1[I:18])=[O:4]. (2) The product is: [CH2:9]([S:8][C:7]1[NH:6][C:4](=[O:3])[C:20]2[C:12](=[C:13]3[CH:14]=[CH:15][NH:16][C:17]3=[CH:18][CH:19]=2)[N:11]=1)[CH3:10]. Given the reactants C([O:3][C:4]([NH:6]/[C:7](=[N:11]\[C:12]1[CH:20]=[CH:19][CH:18]=[C:17]2[C:13]=1[CH:14]=[CH:15][N:16]2C(OC(C)(C)C)=O)/[S:8][CH2:9][CH3:10])=O)C.C1C=CC(C2C=CC=CC=2)=CC=1.C1C=CC(OC2C=CC=CC=2)=CC=1, predict the reaction product. (3) Given the reactants [NH2:1][C:2]1[S:6][N:5]=[C:4](/[C:7](=[N:34]/[O:35][C:36]([C:39]([O:41]C(C)(C)C)=[O:40])([CH3:38])[CH3:37])/[C:8]([NH:10][C@@H:11]2[C:32](=[O:33])[N:13]3[C:14]([C:20]([O:22]CC4C=CC(OC)=CC=4)=[O:21])=[C:15]([CH2:18]Cl)[CH2:16][S:17][C@H:12]23)=[O:9])[N:3]=1.C[Si](C)(C)NC(=O)C.[I-].[K+].[CH3:56][N:57]1[C:61]([NH:62]C(C2C=CC=CC=2)(C2C=CC=CC=2)C2C=CC=CC=2)=[C:60]([NH:82][C:83]([NH:85][CH:86]2[CH2:89][N:88](C(OC(C)(C)C)=O)[CH2:87]2)=[O:84])[CH:59]=[N:58]1, predict the reaction product. The product is: [NH2:62][C:61]1[N:57]([CH3:56])[N+:58]([CH2:18][C:15]2[CH2:16][S:17][C@@H:12]3[C@H:11]([NH:10][C:8](=[O:9])/[C:7](/[C:4]4[N:3]=[C:2]([NH2:1])[S:6][N:5]=4)=[N:34]\[O:35][C:36]([C:39]([OH:41])=[O:40])([CH3:37])[CH3:38])[C:32](=[O:33])[N:13]3[C:14]=2[C:20]([O-:22])=[O:21])=[CH:59][C:60]=1[NH:82][C:83]([NH:85][CH:86]1[CH2:89][NH:88][CH2:87]1)=[O:84]. (4) Given the reactants C[O:2][C:3]1[CH:4]=[C:5]([CH:24]=[CH:25][C:26]=1[O:27]C)[CH2:6][N:7]1[CH2:12][CH2:11][N:10]([CH2:13][C:14]2[CH:19]=[CH:18][C:17]([O:20]C)=[C:16]([O:22]C)[CH:15]=2)[CH2:9][CH2:8]1.Br.C(=O)([O-])O.[Na+].C(OCC)(=O)C, predict the reaction product. The product is: [OH:22][C:16]1[CH:15]=[C:14]([CH:19]=[CH:18][C:17]=1[OH:20])[CH2:13][N:10]1[CH2:9][CH2:8][N:7]([CH2:6][C:5]2[CH:24]=[CH:25][C:26]([OH:27])=[C:3]([OH:2])[CH:4]=2)[CH2:12][CH2:11]1. (5) Given the reactants [C:1]([O:5][C:6](=[O:39])[NH:7][C:8]1([C:12]2[CH:17]=[CH:16][C:15]([C:18]3[C:27]([C:28]4[CH:33]=[CH:32][CH:31]=[CH:30][CH:29]=4)=[CH:26][C:25]4[C:24]5[N:34]=[C:35]([CH3:38])[N:36](O)[C:23]=5[CH2:22][CH2:21][C:20]=4[N:19]=3)=[CH:14][CH:13]=2)[CH2:11][CH2:10][CH2:9]1)([CH3:4])([CH3:3])[CH3:2].P(OCC)(OCC)OCC, predict the reaction product. The product is: [C:1]([O:5][C:6](=[O:39])[NH:7][C:8]1([C:12]2[CH:13]=[CH:14][C:15]([C:18]3[C:27]([C:28]4[CH:29]=[CH:30][CH:31]=[CH:32][CH:33]=4)=[CH:26][C:25]4[C:24]5[N:34]=[C:35]([CH3:38])[NH:36][C:23]=5[CH2:22][CH2:21][C:20]=4[N:19]=3)=[CH:16][CH:17]=2)[CH2:9][CH2:10][CH2:11]1)([CH3:4])([CH3:3])[CH3:2]. (6) Given the reactants [O:1]1[CH2:6][CH2:5][C:4](=[CH:7][C:8]2[CH:9]=[CH:10][C:11]3[N:12]=[C:13]([Cl:24])[N:14]=[C:15]([N:18]4[CH2:23][CH2:22][O:21][CH2:20][CH2:19]4)[C:16]=3[N:17]=2)[CH2:3][CH2:2]1, predict the reaction product. The product is: [Cl:24][C:13]1[N:14]=[C:15]([N:18]2[CH2:19][CH2:20][O:21][CH2:22][CH2:23]2)[C:16]2[N:17]=[C:8]([CH2:7][CH:4]3[CH2:5][CH2:6][O:1][CH2:2][CH2:3]3)[CH:9]=[CH:10][C:11]=2[N:12]=1. (7) Given the reactants [CH2:1]([C:3]1[CH:4]=[CH:5][C:6]([O:17][CH3:18])=[C:7]([C:9]([C:11]2[CH:16]=[CH:15][CH:14]=[CH:13][CH:12]=2)=[O:10])[CH:8]=1)[CH3:2].[CH3:19][CH:20]([O:35]C(=O)C)[CH2:21][CH2:22]COS(C1C=CC(C)=CC=1)(=O)=O.C([O-])([O-])=O.[Cs+].[Cs+].Cl.C([O-])([O-])=O.[K+].[K+], predict the reaction product. The product is: [CH2:1]([C:3]1[CH:4]=[CH:5][C:6]([O:17][CH2:18][CH2:22][CH2:21][CH:20]([OH:35])[CH3:19])=[C:7]([C:9]([C:11]2[CH:16]=[CH:15][CH:14]=[CH:13][CH:12]=2)=[O:10])[CH:8]=1)[CH3:2].